This data is from Peptide-MHC class II binding affinity with 134,281 pairs from IEDB. The task is: Regression. Given a peptide amino acid sequence and an MHC pseudo amino acid sequence, predict their binding affinity value. This is MHC class II binding data. (1) The peptide sequence is RGIEYIQHNGVVQES. The MHC is DRB1_0802 with pseudo-sequence DRB1_0802. The binding affinity (normalized) is 0.384. (2) The peptide sequence is KGGFMYLKELYNNVN. The MHC is DRB1_0802 with pseudo-sequence DRB1_0802. The binding affinity (normalized) is 0.0976. (3) The peptide sequence is TPGLFIQNTSPVDLC. The MHC is DRB1_0301 with pseudo-sequence DRB1_0301. The binding affinity (normalized) is 0.